From a dataset of Full USPTO retrosynthesis dataset with 1.9M reactions from patents (1976-2016). Predict the reactants needed to synthesize the given product. (1) The reactants are: [CH3:1][O:2][C:3]([C:5]1[CH:9]=[CH:8][O:7][C:6]=1[CH3:10])=[O:4].C1C(=O)N([Br:18])C(=O)C1. Given the product [CH3:1][O:2][C:3]([C:5]1[CH:9]=[C:8]([Br:18])[O:7][C:6]=1[CH3:10])=[O:4], predict the reactants needed to synthesize it. (2) Given the product [Cl:1][C:2]1[CH:20]=[CH:19][C:5]([C:6]([N:8]([C:10]2[C:15]([CH3:16])=[CH:14][CH:13]=[CH:12][C:11]=2[O:17][CH3:18])[CH3:9])=[O:7])=[CH:4][C:3]=1[C:21]1[C:35]([SH:33])=[N:23][C:24]([CH3:29])=[CH:25][C:26]=1[CH3:27], predict the reactants needed to synthesize it. The reactants are: [Cl:1][C:2]1[CH:20]=[CH:19][C:5]([C:6]([N:8]([C:10]2[C:15]([CH3:16])=[CH:14][CH:13]=[CH:12][C:11]=2[O:17][CH3:18])[CH3:9])=[O:7])=[CH:4][C:3]=1[C:21]1C=[N:23][C:24](Cl)=[CH:25][C:26]=1[CH3:27].[CH3:29][S-].[Na+].C[S:33]([CH3:35])=O.